This data is from Full USPTO retrosynthesis dataset with 1.9M reactions from patents (1976-2016). The task is: Predict the reactants needed to synthesize the given product. (1) Given the product [N:20]1([C:2]2[S:10][C:9]3[CH2:8][CH2:7][O:6][CH:5]([CH2:26][NH2:27])[C:4]=3[CH:3]=2)[CH2:25][CH2:24][CH2:23][CH2:22][CH2:21]1, predict the reactants needed to synthesize it. The reactants are: I[C:2]1[S:10][C:9]2[CH2:8][CH2:7][O:6][CH:5](N(C)C(=O)OC(C)(C)C)[C:4]=2[CH:3]=1.[NH:20]1[CH2:25][CH2:24][CH2:23][CH2:22][CH2:21]1.[CH3:26][N:27](C)CCO. (2) Given the product [CH3:1][O:2][C:3]1[CH:4]=[C:5]([C:9]2([C:20]([OH:22])=[O:21])[CH2:10][CH2:11][C:12](=[O:15])[CH2:13][CH2:14]2)[CH:6]=[CH:7][CH:8]=1, predict the reactants needed to synthesize it. The reactants are: [CH3:1][O:2][C:3]1[CH:4]=[C:5]([C:9]2([C:20]([O:22]C)=[O:21])[CH2:14][CH2:13][C:12](=[O:15])[CH:11](C(OC)=O)[CH2:10]2)[CH:6]=[CH:7][CH:8]=1.[OH-].[K+].O.Cl. (3) Given the product [CH3:1][C:2]1[CH:3]=[CH:4][C:5]([C:8]2[O:12][N:11]=[CH:10][C:9]=2[C:13]([N:19]2[CH2:23][CH2:22][CH:21]([C:24]3[CH:29]=[N:28][CH:27]=[CH:26][N:25]=3)[CH2:20]2)=[O:15])=[CH:6][CH:7]=1, predict the reactants needed to synthesize it. The reactants are: [CH3:1][C:2]1[CH:7]=[CH:6][C:5]([C:8]2[O:12][N:11]=[CH:10][C:9]=2[C:13]([OH:15])=O)=[CH:4][CH:3]=1.Cl.Cl.Cl.[NH:19]1[CH2:23][CH2:22][CH:21]([C:24]2[CH:29]=[N:28][CH:27]=[CH:26][N:25]=2)[CH2:20]1. (4) Given the product [OH:38][C:34]1[CH:35]=[C:36]([CH3:37])[C:31]([CH3:30])=[CH:32][C:33]=1[C:39]1([CH3:41])[O:1][N:2]=[C:3]([C:4]2[N:5]=[C:6]([CH:9]3[CH2:10][CH2:11][N:12]([C:15]([O:17][C:18]([CH3:21])([CH3:20])[CH3:19])=[O:16])[CH2:13][CH2:14]3)[S:7][CH:8]=2)[CH2:40]1, predict the reactants needed to synthesize it. The reactants are: [OH:1][N:2]=[CH:3][C:4]1[N:5]=[C:6]([CH:9]2[CH2:14][CH2:13][N:12]([C:15]([O:17][C:18]([CH3:21])([CH3:20])[CH3:19])=[O:16])[CH2:11][CH2:10]2)[S:7][CH:8]=1.ClN1C(=O)CCC1=O.[CH3:30][C:31]1[C:36]([CH3:37])=[CH:35][C:34]([OH:38])=[C:33]([C:39]([CH3:41])=[CH2:40])[CH:32]=1.C(=O)([O-])O.[K+]. (5) Given the product [CH3:13][C:10]1[C:9]([NH:14][C:15](=[O:24])[CH2:16][CH2:17][C:18]2[CH:23]=[CH:22][CH:21]=[CH:20][CH:19]=2)=[C:8]([C:5]2[CH:6]=[CH:7][C:2]([C:32]3[CH:31]=[CH:30][CH:29]=[C:28]([C:25]([OH:27])=[O:26])[CH:33]=3)=[CH:3][CH:4]=2)[O:12][N:11]=1, predict the reactants needed to synthesize it. The reactants are: Br[C:2]1[CH:7]=[CH:6][C:5]([C:8]2[O:12][N:11]=[C:10]([CH3:13])[C:9]=2[NH:14][C:15](=[O:24])[CH2:16][CH2:17][C:18]2[CH:23]=[CH:22][CH:21]=[CH:20][CH:19]=2)=[CH:4][CH:3]=1.[C:25]([C:28]1[CH:29]=[C:30](B(O)O)[CH:31]=[CH:32][CH:33]=1)([OH:27])=[O:26].C(=O)([O-])[O-].[K+].[K+].COCCOC. (6) Given the product [OH:3][NH:2][C:11](=[NH:12])[C:10]1[CH:13]=[CH:14][CH:15]=[C:8]([O:4][CH3:16])[CH:9]=1, predict the reactants needed to synthesize it. The reactants are: Cl.[NH2:2][OH:3].[OH-:4].[Na+].CO[C:8]1[CH:9]=[C:10]([CH:13]=[CH:14][CH:15]=1)[C:11]#[N:12].[CH2:16](O)C. (7) Given the product [C:31]([C:28]1[N:27]=[C:26]([C:24]([NH:23][CH2:22][C:19]2[CH:20]=[CH:21][C:16]([C:15]3[CH:14]=[CH:13][N:12]=[C:11]4[NH:36][C:8]([C:4]5[CH:5]=[CH:6][CH:7]=[C:2]([NH:1][C:46](=[O:49])[CH:47]=[CH2:48])[CH:3]=5)=[N:9][C:10]=34)=[CH:17][C:18]=2[F:35])=[O:25])[O:30][N:29]=1)([CH3:32])([CH3:33])[CH3:34], predict the reactants needed to synthesize it. The reactants are: [NH2:1][C:2]1[CH:3]=[C:4]([C:8]2[NH:36][C:11]3=[N:12][CH:13]=[CH:14][C:15]([C:16]4[CH:21]=[CH:20][C:19]([CH2:22][NH:23][C:24]([C:26]5[O:30][N:29]=[C:28]([C:31]([CH3:34])([CH3:33])[CH3:32])[N:27]=5)=[O:25])=[C:18]([F:35])[CH:17]=4)=[C:10]3[N:9]=2)[CH:5]=[CH:6][CH:7]=1.CCN(C(C)C)C(C)C.[C:46](Cl)(=[O:49])[CH:47]=[CH2:48].